Predict the reactants needed to synthesize the given product. From a dataset of Full USPTO retrosynthesis dataset with 1.9M reactions from patents (1976-2016). Given the product [F:1][C:2]1[CH:7]=[CH:6][CH:5]=[CH:4][C:3]=1[S:8]([NH:11][C:12]1[C:23]([C:24]([O:26][CH3:27])=[O:25])=[C:16]2[CH2:17][CH2:18][CH2:19][CH2:20][CH:21]([O:22][CH3:28])[C:15]2=[CH:14][CH:13]=1)(=[O:10])=[O:9].[F:1][C:2]1[CH:7]=[CH:6][CH:5]=[CH:4][C:3]=1[S:8]([NH:11][C:12]1[C:23]([C:24]([O:26][CH3:27])=[O:25])=[C:16]2[CH2:17][CH2:18][CH2:19][CH2:20][CH2:21][C:15]2=[CH:14][CH:13]=1)(=[O:10])=[O:9], predict the reactants needed to synthesize it. The reactants are: [F:1][C:2]1[CH:7]=[CH:6][CH:5]=[CH:4][C:3]=1[S:8]([NH:11][C:12]1[C:23]([C:24]([O:26][CH3:27])=[O:25])=[C:16]2[CH2:17][CH2:18][CH2:19][CH2:20][C:21](=[O:22])[C:15]2=[CH:14][CH:13]=1)(=[O:10])=[O:9].[CH3:28]O.